This data is from Catalyst prediction with 721,799 reactions and 888 catalyst types from USPTO. The task is: Predict which catalyst facilitates the given reaction. (1) Reactant: [NH2:1][C:2]1[NH:6][N:5]=[C:4]([CH3:7])[C:3]=1[C:8]1[S:9][C:10]2[CH:16]=[C:15]([S:17](Cl)(=[O:19])=[O:18])[CH:14]=[CH:13][C:11]=2[N:12]=1.[Cl:21][C:22]1[CH:29]=[CH:28][C:25]([CH2:26][NH2:27])=[CH:24][CH:23]=1.CN1CCOCC1. Product: [Cl:21][C:22]1[CH:29]=[CH:28][C:25]([CH2:26][NH:27][S:17]([C:15]2[CH:14]=[CH:13][C:11]3[N:12]=[C:8]([C:3]4[C:4]([CH3:7])=[N:5][NH:6][C:2]=4[NH2:1])[S:9][C:10]=3[CH:16]=2)(=[O:19])=[O:18])=[CH:24][CH:23]=1. The catalyst class is: 5. (2) Reactant: CN(C)[C:3](=O)[CH3:4].[Cl:7][C:8]1[N:13]=[C:12]([NH2:14])[N:11]=[C:10]([NH:15][CH:16]2[CH2:21][CH2:20][O:19][CH2:18][CH2:17]2)[C:9]=1[NH2:22].C(C(CC)(CC)C([O-])([O-])[O-])C.C(=O)(O)[O-].[Na+]. Product: [Cl:7][C:8]1[N:13]=[C:12]([NH2:14])[N:11]=[C:10]2[C:9]=1[N:22]=[C:3]([CH3:4])[N:15]2[CH:16]1[CH2:17][CH2:18][O:19][CH2:20][CH2:21]1. The catalyst class is: 211. (3) Reactant: [CH:1]1([N:7]([CH3:17])[C:8]2[N:13]=[CH:12][N:11]=[C:10]([C:14]([OH:16])=O)[CH:9]=2)[CH2:6][CH2:5][CH2:4][CH2:3][CH2:2]1.[NH2:18][C:19]1[CH:24]=[CH:23][C:22]([S:25]([NH:28][CH2:29][CH:30]([OH:33])[CH2:31][OH:32])(=[O:27])=[O:26])=[CH:21][CH:20]=1. Product: [CH:1]1([N:7]([CH3:17])[C:8]2[N:13]=[CH:12][N:11]=[C:10]([C:14]([NH:18][C:19]3[CH:24]=[CH:23][C:22]([S:25]([NH:28][CH2:29][CH:30]([OH:33])[CH2:31][OH:32])(=[O:27])=[O:26])=[CH:21][CH:20]=3)=[O:16])[CH:9]=2)[CH2:2][CH2:3][CH2:4][CH2:5][CH2:6]1. The catalyst class is: 2. (4) Reactant: [C:1]1([CH3:35])[CH:6]=[CH:5][C:4]([C:7]2[N:8]=[C:9]3[CH2:23][CH2:22][CH2:21][N:20]([CH2:24][CH2:25][CH2:26][CH2:27][CH:28]([OH:34])[CH2:29][C:30]([O:32][CH3:33])=[O:31])[C:10]3=[N:11][C:12]=2[C:13]2[CH:18]=[CH:17][C:16]([CH3:19])=[CH:15][CH:14]=2)=[CH:3][CH:2]=1.CC(OI1(OC(C)=O)(OC(C)=O)OC(=O)C2C=CC=CC1=2)=O. Product: [C:1]1([CH3:35])[CH:2]=[CH:3][C:4]([C:7]2[N:8]=[C:9]3[CH2:23][CH2:22][CH2:21][N:20]([CH2:24][CH2:25][CH2:26][CH2:27][C:28](=[O:34])[CH2:29][C:30]([O:32][CH3:33])=[O:31])[C:10]3=[N:11][C:12]=2[C:13]2[CH:14]=[CH:15][C:16]([CH3:19])=[CH:17][CH:18]=2)=[CH:5][CH:6]=1. The catalyst class is: 2. (5) Reactant: [Br:1][C:2]1[CH:3]=[CH:4][C:5](F)=[C:6]([CH:9]=1)[C:7]#[N:8].[NH:11]1[CH:15]=[CH:14][CH:13]=[N:12]1.C(=O)([O-])[O-].[K+].[K+].O. Product: [Br:1][C:2]1[CH:3]=[CH:4][C:5]([N:11]2[CH:15]=[CH:14][CH:13]=[N:12]2)=[C:6]([CH:9]=1)[C:7]#[N:8]. The catalyst class is: 16. (6) Reactant: C(N(CC)CC)C.[CH3:8][S:9](Cl)(=[O:11])=[O:10].[F:13][C:14]1[CH:19]=[CH:18][C:17]([C:20]2[CH:25]=[CH:24][C:23]([CH:26]([C:28]3[CH:33]=[CH:32][N:31]=[CH:30][CH:29]=3)[OH:27])=[CH:22][CH:21]=2)=[C:16]([O:34][CH3:35])[CH:15]=1. Product: [CH3:8][S:9]([O:27][CH:26]([C:23]1[CH:22]=[CH:21][C:20]([C:17]2[CH:18]=[CH:19][C:14]([F:13])=[CH:15][C:16]=2[O:34][CH3:35])=[CH:25][CH:24]=1)[C:28]1[CH:29]=[CH:30][N:31]=[CH:32][CH:33]=1)(=[O:11])=[O:10]. The catalyst class is: 4. (7) Reactant: [CH3:1][O:2][C:3]1[CH:8]=[CH:7][C:6]([CH:9]([NH:18][C:19]2[N:27]=[C:26](Cl)[N:25]=[C:24]3[C:20]=2[N:21]=[CH:22][N:23]3[C@@H:29]2[CH2:33][C@H:32]([NH:34][C:35](=[O:38])[CH2:36][CH3:37])[C@@H:31]([OH:39])[C@H:30]2[OH:40])[C:10]2[CH:15]=[CH:14][C:13]([O:16][CH3:17])=[CH:12][CH:11]=2)=[CH:5][CH:4]=1.O.[NH2:42][NH2:43].C(O)(C)C. Product: [CH3:1][O:2][C:3]1[CH:8]=[CH:7][C:6]([CH:9]([NH:18][C:19]2[N:27]=[C:26]([NH:42][NH2:43])[N:25]=[C:24]3[C:20]=2[N:21]=[CH:22][N:23]3[C@@H:29]2[CH2:33][C@H:32]([NH:34][C:35](=[O:38])[CH2:36][CH3:37])[C@@H:31]([OH:39])[C@H:30]2[OH:40])[C:10]2[CH:15]=[CH:14][C:13]([O:16][CH3:17])=[CH:12][CH:11]=2)=[CH:5][CH:4]=1. The catalyst class is: 6.